This data is from Catalyst prediction with 721,799 reactions and 888 catalyst types from USPTO. The task is: Predict which catalyst facilitates the given reaction. (1) Reactant: [OH:1][C:2]1[C:9]([O:10][CH3:11])=[CH:8][C:7]([N+:12]([O-:14])=[O:13])=[CH:6][C:3]=1[CH:4]=O.Br[CH2:16][C:17]([O:19][CH2:20][CH3:21])=[O:18].C(=O)([O-])[O-].[K+].[K+].Cl. Product: [CH3:11][O:10][C:9]1[C:2]2[O:1][C:16]([C:17]([O:19][CH2:20][CH3:21])=[O:18])=[CH:4][C:3]=2[CH:6]=[C:7]([N+:12]([O-:14])=[O:13])[CH:8]=1. The catalyst class is: 9. (2) Reactant: [CH:1]([C@@H:3]([N:13]([CH3:21])[C:14](=[O:20])[O:15][C:16]([CH3:19])([CH3:18])[CH3:17])[C:4]([CH3:12])([C:6]1[CH:11]=[CH:10][CH:9]=[CH:8][CH:7]=1)[CH3:5])=O.[CH2:22]([O:24][C:25](=[O:45])[C:26]([CH3:44])=[C:27](CC)[CH:28]([N:32]([C:34](=[O:41])[CH:35]([NH2:40])[C:36]([CH3:39])([CH3:38])[CH3:37])[CH3:33])[CH:29]([CH3:31])[CH3:30])[CH3:23].C([BH3-])#N.[Na+]. Product: [C:16]([O:15][C:14]([N:13]([CH3:21])[C@@H:3]([C:4]([CH3:12])([C:6]1[CH:11]=[CH:10][CH:9]=[CH:8][CH:7]=1)[CH3:5])[CH2:1][NH:40][C@H:35]([C:34]([N:32]([CH3:33])[C@@H:28]([CH:29]([CH3:31])[CH3:30])/[CH:27]=[C:26](\[CH3:44])/[C:25]([O:24][CH2:22][CH3:23])=[O:45])=[O:41])[C:36]([CH3:39])([CH3:38])[CH3:37])=[O:20])([CH3:19])([CH3:18])[CH3:17]. The catalyst class is: 466. (3) Reactant: [Br:1][C:2]1[CH:12]=[CH:11][C:5]([C:6]([O:8][CH2:9][CH3:10])=[O:7])=[CH:4][C:3]=1[CH2:13]Br.[O-:15][CH2:16][CH3:17].[Na+].CN(C)C=O. Product: [CH2:9]([O:8][C:6](=[O:7])[C:5]1[CH:11]=[CH:12][C:2]([Br:1])=[C:3]([CH2:13][O:15][CH2:16][CH3:17])[CH:4]=1)[CH3:10]. The catalyst class is: 8. (4) Reactant: [H-].[Na+].[CH3:3][C:4]1[CH:8]=[C:7]([C:9]([O:11][CH2:12][CH3:13])=[O:10])[NH:6][N:5]=1.FC(F)(F)S(O[CH2:20][C:21]([F:24])([F:23])[F:22])(=O)=O.Cl. Product: [CH3:3][C:4]1[CH:8]=[C:7]([C:9]([O:11][CH2:12][CH3:13])=[O:10])[N:6]([CH2:20][C:21]([F:24])([F:23])[F:22])[N:5]=1. The catalyst class is: 9.